This data is from hERG Central: cardiac toxicity at 1µM, 10µM, and general inhibition. The task is: Predict hERG channel inhibition at various concentrations. The compound is COc1ccc(OCCN2CCN(C(=O)c3ccc(OC(F)F)c(OC)c3)CC2)cc1. Results: hERG_inhib (hERG inhibition (general)): blocker.